Dataset: Full USPTO retrosynthesis dataset with 1.9M reactions from patents (1976-2016). Task: Predict the reactants needed to synthesize the given product. (1) Given the product [Cl:1][C:2]1[CH:3]=[N:4][C:5]2[CH2:6][CH2:7][N:8]([C:13]3([CH3:29])[CH:14]=[C:15]([CH3:28])[C:16]([N+:25]([O-:27])=[O:26])=[C:17]([N:19]4[CH2:23][CH2:22][C@@H:21]([F:24])[CH2:20]4)[NH:18]3)[CH2:9][C:10]=2[CH:11]=1, predict the reactants needed to synthesize it. The reactants are: [Cl:1][C:2]1[CH:3]=[N:4][C:5]2[CH2:6][CH2:7][NH:8][CH2:9][C:10]=2[CH:11]=1.Cl[C:13]1[N:18]=[C:17]([N:19]2[CH2:23][CH2:22][C@@H:21]([F:24])[CH2:20]2)[C:16]([N+:25]([O-:27])=[O:26])=[C:15]([CH3:28])[CH:14]=1.[CH3:29]C#N. (2) The reactants are: Cl[C:2](Cl)([O:4]C(=O)OC(Cl)(Cl)Cl)Cl.[NH2:13][C:14]1[C:19]2[NH:20][C:21]([CH2:30][NH:31][C:32](=[O:34])[CH3:33])([C:24]3[CH:29]=[CH:28][CH:27]=[CH:26][N:25]=3)[CH2:22][O:23][C:18]=2[CH:17]=[CH:16][CH:15]=1.C(N(CC)C(C)C)(C)C. Given the product [O:4]=[C:2]1[N:20]2[C:21]([CH2:30][NH:31][C:32](=[O:34])[CH3:33])([C:24]3[CH:29]=[CH:28][CH:27]=[CH:26][N:25]=3)[CH2:22][O:23][C:18]3=[C:19]2[C:14](=[CH:15][CH:16]=[CH:17]3)[NH:13]1, predict the reactants needed to synthesize it.